Dataset: Catalyst prediction with 721,799 reactions and 888 catalyst types from USPTO. Task: Predict which catalyst facilitates the given reaction. (1) Reactant: [C:1]([C:4]([F:32])([F:31])[O:5][C:6]12[CH2:15][CH:10]3[CH2:11][CH:12]([CH2:14][C:8]([C:16]([O:18][CH2:19][CH2:20][C:21]([F:30])([F:29])[C:22]([F:28])([F:27])[S:23]([O-:26])(=[O:25])=[O:24])=[O:17])([CH2:9]3)[CH2:7]1)[CH2:13]2)([OH:3])=[O:2].[Na+:33].ClCCl.S(=O)(=O)(O)O.C(=O)(O)[O-].[Na+].[CH2:47](O)[CH3:48]. Product: [CH2:47]([O:2][C:1](=[O:3])[C:4]([F:32])([F:31])[O:5][C:6]12[CH2:15][CH:10]3[CH2:11][CH:12]([CH2:14][C:8]([C:16]([O:18][CH2:19][CH2:20][C:21]([F:30])([F:29])[C:22]([F:27])([F:28])[S:23]([O-:26])(=[O:25])=[O:24])=[O:17])([CH2:9]3)[CH2:7]1)[CH2:13]2)[CH3:48].[Na+:33]. The catalyst class is: 6. (2) Reactant: [Cl:1][C:2]1[CH:3]=[C:4]([C:9]2([CH:15]([NH:17][CH:18]=O)[CH3:16])[CH2:14][CH2:13][CH2:12][CH2:11][CH2:10]2)[CH:5]=[CH:6][C:7]=1[Cl:8].S(C)C. Product: [ClH:1].[Cl:1][C:2]1[CH:3]=[C:4]([C:9]2([CH:15]([NH:17][CH3:18])[CH3:16])[CH2:14][CH2:13][CH2:12][CH2:11][CH2:10]2)[CH:5]=[CH:6][C:7]=1[Cl:8]. The catalyst class is: 1. (3) Reactant: [F:1][C:2]([F:29])([F:28])[CH2:3][O:4][C:5]1[N:10]=[C:9]([NH:11][C:12]2[CH:17]=[CH:16][CH:15]=[C:14]([C:18]([F:21])([F:20])[F:19])[CH:13]=2)[N:8]=[C:7]([N:22]2[CH2:26][CH2:25][C:24](=[O:27])[CH2:23]2)[N:6]=1.C1C[O:33][CH2:32][CH2:31]1. Product: [O:33]1[C:24]2([CH2:25][CH2:26][N:22]([C:7]3[N:6]=[C:5]([O:4][CH2:3][C:2]([F:1])([F:28])[F:29])[N:10]=[C:9]([NH:11][C:12]4[CH:17]=[CH:16][CH:15]=[C:14]([C:18]([F:21])([F:20])[F:19])[CH:13]=4)[N:8]=3)[CH2:23]2)[O:27][CH2:31][CH2:32]1. The catalyst class is: 33. (4) Reactant: C([O:5][C:6]([CH:8]1[NH:12][CH:11]([CH2:13][C:14]([CH3:17])([CH3:16])[CH3:15])[C:10]2([C:25]3[C:20](=[CH:21][C:22]([Cl:26])=[CH:23][CH:24]=3)[NH:19][C:18]2=[O:27])[CH:9]1[C:28]1[CH:33]=[C:32]([F:34])[CH:31]=[C:30]([Cl:35])[CH:29]=1)=[O:7])(C)(C)C.[F:36][C:37]([F:42])([F:41])[C:38]([OH:40])=[O:39]. Product: [F:36][C:37]([F:42])([F:41])[C:38]([OH:40])=[O:39].[Cl:26][C:22]1[CH:21]=[C:20]2[NH:19][C:18](=[O:27])[C:10]3([CH:9]([C:28]4[CH:33]=[C:32]([F:34])[CH:31]=[C:30]([Cl:35])[CH:29]=4)[CH:8]([C:6]([OH:7])=[O:5])[NH:12][CH:11]3[CH2:13][C:14]([CH3:16])([CH3:15])[CH3:17])[C:25]2=[CH:24][CH:23]=1. The catalyst class is: 4.